This data is from Cav3 T-type calcium channel HTS with 100,875 compounds. The task is: Binary Classification. Given a drug SMILES string, predict its activity (active/inactive) in a high-throughput screening assay against a specified biological target. (1) The drug is s1c2nc(cc(c2c(N)c1C(=O)Nc1c(OC)cccc1)C(F)(F)F)Cc1ccccc1. The result is 0 (inactive). (2) The result is 0 (inactive). The compound is S(CC(=O)NC1CC1)c1sc(NC(=O)C2CCC2)nn1. (3) The compound is Clc1cc(NC(=O)Cn2nc3CCCCc3c2)c(cc1)C. The result is 0 (inactive).